From a dataset of Forward reaction prediction with 1.9M reactions from USPTO patents (1976-2016). Predict the product of the given reaction. (1) Given the reactants [NH2:1][CH2:2][C:3]1[CH:4]=[C:5]([N:9]2[CH:12]([C:13]3[CH:18]=[CH:17][C:16]([O:19][CH3:20])=[CH:15][CH:14]=3)[CH:11]([CH2:21][CH2:22][CH:23]([C:25]3[CH:30]=[CH:29][C:28]([F:31])=[CH:27][CH:26]=3)[OH:24])[C:10]2=[O:32])[CH:6]=[CH:7][CH:8]=1.[C:33]([O:36][CH:37]([CH:53]([O:57][C:58](=[O:60])[CH3:59])[C:54](Cl)=[O:55])[CH:38]([O:49][C:50](=[O:52])[CH3:51])[CH:39]([O:45][C:46](=[O:48])[CH3:47])[CH2:40][O:41][C:42](=[O:44])[CH3:43])(=[O:35])[CH3:34], predict the reaction product. The product is: [C:58]([O:57][CH:53]([C:54](=[O:55])[NH:1][CH2:2][C:3]1[CH:8]=[CH:7][CH:6]=[C:5]([N:9]2[C:10](=[O:32])[CH:11]([CH2:21][CH2:22][CH:23]([C:25]3[CH:26]=[CH:27][C:28]([F:31])=[CH:29][CH:30]=3)[OH:24])[CH:12]2[C:13]2[CH:14]=[CH:15][C:16]([O:19][CH3:20])=[CH:17][CH:18]=2)[CH:4]=1)[CH:37]([O:36][C:33](=[O:35])[CH3:34])[CH:38]([O:49][C:50](=[O:52])[CH3:51])[CH:39]([O:45][C:46](=[O:48])[CH3:47])[CH2:40][O:41][C:42](=[O:44])[CH3:43])(=[O:60])[CH3:59]. (2) Given the reactants Br[C:2]1[CH:3]=[C:4]2[C:9](=[CH:10][CH:11]=1)[N:8]=[CH:7][C:6]([C:12](=[O:14])[CH3:13])=[C:5]2[NH:15][C:16]1[CH:17]=[N:18][N:19]([CH:21]2[CH2:25][CH2:24][N:23]([CH3:26])[CH2:22]2)[CH:20]=1.[Cl:27][C:28]1[CH:33]=[C:32](B2OC(C)(C)C(C)(C)O2)[CH:31]=[C:30]([F:43])[C:29]=1[OH:44].C([O-])([O-])=O.[Cs+].[Cs+].[ClH:51], predict the reaction product. The product is: [ClH:27].[ClH:51].[Cl:27][C:28]1[CH:33]=[C:32]([C:2]2[CH:3]=[C:4]3[C:9](=[CH:10][CH:11]=2)[N:8]=[CH:7][C:6]([C:12](=[O:14])[CH3:13])=[C:5]3[NH:15][C:16]2[CH:17]=[N:18][N:19]([CH:21]3[CH2:25][CH2:24][N:23]([CH3:26])[CH2:22]3)[CH:20]=2)[CH:31]=[C:30]([F:43])[C:29]=1[OH:44].